This data is from Full USPTO retrosynthesis dataset with 1.9M reactions from patents (1976-2016). The task is: Predict the reactants needed to synthesize the given product. (1) Given the product [Cl:24][C:25]1[CH:30]=[C:29]([C:6]2[N:7]=[C:8]([N:10]3[C:14]4[CH:15]=[C:16]([O:21][CH3:22])[C:17]([O:19][CH3:20])=[CH:18][C:13]=4[N:12]=[CH:11]3)[S:9][C:5]=2[C:3]([OH:2])=[O:4])[CH:28]=[CH:27][CH:26]=1, predict the reactants needed to synthesize it. The reactants are: C[O:2][C:3]([C:5]1[S:9][C:8]([N:10]2[C:14]3[CH:15]=[C:16]([O:21][CH3:22])[C:17]([O:19][CH3:20])=[CH:18][C:13]=3[N:12]=[CH:11]2)=[N:7][C:6]=1Br)=[O:4].[Cl:24][C:25]1[CH:26]=[C:27](B(O)O)[CH:28]=[CH:29][CH:30]=1. (2) Given the product [CH3:29][O:28][C:25]1[CH:26]=[C:27]2[C:22](=[CH:23][C:24]=1[O:30][CH3:31])[N:21]=[CH:20][CH:19]=[C:18]2[O:17][C:16]1[C:7]([C:37]2[CH:42]=[CH:41][CH:40]=[CH:39][N:38]=2)=[N:8][C:9]2[C:14]([CH:15]=1)=[CH:13][CH:12]=[CH:11][CH:10]=2, predict the reactants needed to synthesize it. The reactants are: CN(C)C=O.Br[C:7]1[C:16]([O:17][C:18]2[C:27]3[C:22](=[CH:23][C:24]([O:30][CH3:31])=[C:25]([O:28][CH3:29])[CH:26]=3)[N:21]=[CH:20][CH:19]=2)=[CH:15][C:14]2[C:9](=[CH:10][CH:11]=[CH:12][CH:13]=2)[N:8]=1.C([Sn](CCCC)(CCCC)[C:37]1[CH:42]=[CH:41][CH:40]=[CH:39][N:38]=1)CCC. (3) Given the product [CH3:1][O:2][C:3]1[CH:4]=[C:5]([C:11]2[S:15][C:14]3=[N:16][CH:17]=[C:18]([C:25]4[CH:24]=[N:23][C:22]([S:21][CH3:20])=[N:27][CH:26]=4)[N:13]3[N:12]=2)[CH:6]=[CH:7][C:8]=1[O:9][CH3:10], predict the reactants needed to synthesize it. The reactants are: [CH3:1][O:2][C:3]1[CH:4]=[C:5]([C:11]2[S:15][C:14]3=[N:16][CH:17]=[C:18](I)[N:13]3[N:12]=2)[CH:6]=[CH:7][C:8]=1[O:9][CH3:10].[CH3:20][S:21][C:22]1[N:27]=[CH:26][C:25](B2OC(C)(C)C(C)(C)O2)=[CH:24][N:23]=1.C([O-])([O-])=O.[K+].[K+]. (4) Given the product [CH3:21][S:22]([O:13][CH2:12][C:9]1[CH:8]=[CH:7][C:6]([CH:2]2[O:3][CH2:4][CH2:5][O:1]2)=[CH:11][CH:10]=1)(=[O:24])=[O:23], predict the reactants needed to synthesize it. The reactants are: [O:1]1[CH2:5][CH2:4][O:3][CH:2]1[C:6]1[CH:11]=[CH:10][C:9]([CH2:12][OH:13])=[CH:8][CH:7]=1.C(N(CC)CC)C.[CH3:21][S:22](Cl)(=[O:24])=[O:23]. (5) Given the product [Br:1][C:2]1[CH:3]=[C:4]([N:13]([CH:14]([CH2:16][CH3:17])[CH3:15])[C:18](=[O:20])[CH3:19])[C:5]([CH3:12])=[C:6]([CH:11]=1)[C:7]([O:9][CH3:10])=[O:8], predict the reactants needed to synthesize it. The reactants are: [Br:1][C:2]1[CH:3]=[C:4]([NH:13][CH:14]([CH2:16][CH3:17])[CH3:15])[C:5]([CH3:12])=[C:6]([CH:11]=1)[C:7]([O:9][CH3:10])=[O:8].[C:18](OC(=O)C)(=[O:20])[CH3:19]. (6) Given the product [Br:37][CH2:1][C:2]1[C:3]([C:20]2[CH:25]=[CH:24][CH:23]=[C:22]([C:26]([F:29])([F:27])[F:28])[CH:21]=2)=[N:4][C:5]2[C:10]([C:11]=1[C:12]([O:14][CH3:15])=[O:13])=[CH:9][C:8]([S:16]([CH3:19])(=[O:17])=[O:18])=[CH:7][CH:6]=2, predict the reactants needed to synthesize it. The reactants are: [CH3:1][C:2]1[C:3]([C:20]2[CH:25]=[CH:24][CH:23]=[C:22]([C:26]([F:29])([F:28])[F:27])[CH:21]=2)=[N:4][C:5]2[C:10]([C:11]=1[C:12]([O:14][CH3:15])=[O:13])=[CH:9][C:8]([S:16]([CH3:19])(=[O:18])=[O:17])=[CH:7][CH:6]=2.C1C(=O)N([Br:37])C(=O)C1. (7) Given the product [NH4+:2].[OH-:22].[CH:18]12[NH:20][CH:15]([CH2:16][CH2:17]1)[CH2:14][N:13]([CH2:12][CH2:11][CH2:10][CH:9]([C:6]1[CH:7]=[CH:8][C:3]([C:1]#[N:2])=[CH:4][CH:5]=1)[O:28][C:29]1[CH:34]=[CH:33][C:32]([O:35][CH3:36])=[C:31]([O:37][CH3:38])[CH:30]=1)[CH2:19]2, predict the reactants needed to synthesize it. The reactants are: [C:1]([C:3]1[CH:8]=[CH:7][C:6]([CH:9]([O:28][C:29]2[CH:34]=[CH:33][C:32]([O:35][CH3:36])=[C:31]([O:37][CH3:38])[CH:30]=2)[CH2:10][CH2:11][CH2:12][N:13]2[CH2:19][CH:18]3[N:20](C(OC(C)(C)C)=[O:22])[CH:15]([CH2:16][CH2:17]3)[CH2:14]2)=[CH:5][CH:4]=1)#[N:2].C(O)(C(F)(F)F)=O.CO.